Dataset: Full USPTO retrosynthesis dataset with 1.9M reactions from patents (1976-2016). Task: Predict the reactants needed to synthesize the given product. (1) Given the product [F:1][C:2]1[CH:3]=[C:4]([CH:15]=[C:16]([F:23])[C:17]=1[NH:18][S:19]([CH3:22])(=[O:21])=[O:20])[CH2:5][NH:6][C:7]([C:9]1[N:10]=[C:11]([O:33][C:29]2[CH:30]=[CH:31][CH:32]=[C:27]([CH:24]([CH3:26])[CH3:25])[CH:28]=2)[O:12][CH:13]=1)=[O:8], predict the reactants needed to synthesize it. The reactants are: [F:1][C:2]1[CH:3]=[C:4]([CH:15]=[C:16]([F:23])[C:17]=1[NH:18][S:19]([CH3:22])(=[O:21])=[O:20])[CH2:5][NH:6][C:7]([C:9]1[N:10]=[C:11](Cl)[O:12][CH:13]=1)=[O:8].[CH:24]([C:27]1[CH:28]=[C:29]([OH:33])[CH:30]=[CH:31][CH:32]=1)([CH3:26])[CH3:25]. (2) Given the product [CH3:6][C:7]1([CH3:44])[O:12][C:11]2[CH:13]=[CH:14][C:15]([C@H:17]3[O:21][C:20](=[O:22])[N:19]([CH2:23][CH2:24][CH2:25][CH2:26][CH2:27][CH2:28][O:29][CH2:30][CH2:31][CH2:32][CH2:33][C:34]4[CH:35]=[C:36]([S:40]([NH:43][C:4]([NH:3][CH2:1][CH3:2])=[O:5])(=[O:42])=[O:41])[CH:37]=[CH:38][CH:39]=4)[CH2:18]3)=[CH:16][C:10]=2[CH2:9][O:8]1, predict the reactants needed to synthesize it. The reactants are: [CH2:1]([N:3]=[C:4]=[O:5])[CH3:2].[CH3:6][C:7]1([CH3:44])[O:12][C:11]2[CH:13]=[CH:14][C:15]([C@H:17]3[O:21][C:20](=[O:22])[N:19]([CH2:23][CH2:24][CH2:25][CH2:26][CH2:27][CH2:28][O:29][CH2:30][CH2:31][CH2:32][CH2:33][C:34]4[CH:35]=[C:36]([S:40]([NH2:43])(=[O:42])=[O:41])[CH:37]=[CH:38][CH:39]=4)[CH2:18]3)=[CH:16][C:10]=2[CH2:9][O:8]1.C([O-])([O-])=O.[K+].[K+]. (3) Given the product [Cl:23][C:11]1[C:5]([C:6]([O:8][CH2:9][CH3:10])=[O:7])=[C:4]([NH:13][CH2:14][C:15]2[CH:20]=[CH:19][C:18]([O:21][CH3:22])=[CH:17][CH:16]=2)[N:3]=[CH:2][N:12]=1, predict the reactants needed to synthesize it. The reactants are: N/[CH:2]=[N:3]/[C:4](/[NH:13][CH2:14][C:15]1[CH:20]=[CH:19][C:18]([O:21][CH3:22])=[CH:17][CH:16]=1)=[C:5](\[C:11]#[N:12])/[C:6]([O:8][CH2:9][CH3:10])=[O:7].[ClH:23]. (4) Given the product [CH:29]1([N:24]2[C:25]3[C:20](=[CH:19][C:18]([F:58])=[C:17]([N:15]4[CH2:14][C@H:10]5[C@H:9]([NH:8][CH2:13][CH2:12][CH2:11]5)[CH2:16]4)[C:26]=3[O:27][CH3:28])[C:21](=[O:57])[C:22]([C:32]([O:34][CH2:35][C:36](=[O:56])[N:37]([CH:39]([P:48]([OH:53])([OH:50])=[O:49])[P:40]([OH:42])([OH:45])=[O:41])[CH3:38])=[O:33])=[CH:23]2)[CH2:31][CH2:30]1, predict the reactants needed to synthesize it. The reactants are: C(OC([N:8]1[CH2:13][CH2:12][CH2:11][C@H:10]2[CH2:14][N:15]([C:17]3[C:26]([O:27][CH3:28])=[C:25]4[C:20]([C:21](=[O:57])[C:22]([C:32]([O:34][CH2:35][C:36](=[O:56])[N:37]([CH:39]([P:48]([O:53]CC)([O:50]CC)=[O:49])[P:40]([O:45]CC)([O:42]CC)=[O:41])[CH3:38])=[O:33])=[CH:23][N:24]4[CH:29]4[CH2:31][CH2:30]4)=[CH:19][C:18]=3[F:58])[CH2:16][C@@H:9]12)=O)(C)(C)C.C(OC(N1CCC[C@H]2CN(C3C(OC)=C4C(C(=O)C(C(OCC(=O)NC(P(OCC)(OCC)=O)P(OCC)(OCC)=O)=O)=CN4C4CC4)=CC=3F)C[C@@H]12)=O)(C)(C)C. (5) The reactants are: [CH3:1][S:2][C:3]1[N:8]=[C:7]([C:9]2[N:13]3[CH2:14][CH2:15][CH2:16][N:12]3[C:11](=[O:17])[C:10]=2[C:18]([OH:20])=O)[CH:6]=[CH:5][N:4]=1.[Cl:21][C:22]1[CH:29]=[CH:28][CH:27]=[CH:26][C:23]=1[CH2:24][NH2:25].ON1C2C=CC=CC=2N=N1.Cl.CN(C)CCCN=C=NCC.C([O-])(O)=O.[Na+]. Given the product [Cl:21][C:22]1[CH:29]=[CH:28][CH:27]=[CH:26][C:23]=1[CH2:24][NH:25][C:18]([C:10]1[C:11](=[O:17])[N:12]2[CH2:16][CH2:15][CH2:14][N:13]2[C:9]=1[C:7]1[CH:6]=[CH:5][N:4]=[C:3]([S:2][CH3:1])[N:8]=1)=[O:20], predict the reactants needed to synthesize it. (6) The reactants are: [CH:1]([C:3]1[C:11]2[C:6](=[CH:7][C:8]([C:12]([O:14][CH3:15])=[O:13])=[CH:9][CH:10]=2)[NH:5][CH:4]=1)=[O:2].[C:16](OC(=O)C)(=[O:18])[CH3:17]. Given the product [C:16]([N:5]1[C:6]2[C:11](=[CH:10][CH:9]=[C:8]([C:12]([O:14][CH3:15])=[O:13])[CH:7]=2)[C:3]([CH:1]=[O:2])=[CH:4]1)(=[O:18])[CH3:17], predict the reactants needed to synthesize it.